This data is from Forward reaction prediction with 1.9M reactions from USPTO patents (1976-2016). The task is: Predict the product of the given reaction. (1) Given the reactants Cl.[C:2]1([CH3:10])[CH:7]=[CH:6][C:5]([NH:8]N)=[CH:4][CH:3]=1.Cl.[CH:12]12[NH:20][CH:16]([CH2:17][CH2:18][CH2:19]1)[CH2:15][C:14](=O)[CH2:13]2.S(=O)(=O)(O)O, predict the reaction product. The product is: [CH3:10][C:2]1[CH:7]=[C:6]2[C:5](=[CH:4][CH:3]=1)[NH:8][C:14]1[CH2:13][CH:12]3[NH:20][CH:16]([C:15]2=1)[CH2:17][CH2:18][CH2:19]3. (2) Given the reactants [NH2:1][C:2]1[N:3]([C:17]2[CH:22]=[C:21]([O:23]C)[CH:20]=[CH:19][C:18]=2Cl)[N:4]=[C:5]2[C:14]3[CH:13]=[CH:12][C:11]([OH:15])=[CH:10][C:9]=3[NH:8][C:7](=[O:16])[C:6]=12.Cl.Cl.Cl[CH2:29][CH2:30][CH2:31][N:32]1[CH2:37][CH2:36][N:35]([CH3:38])[CH2:34][CH2:33]1.C(=O)([O-])[O-].[K+].[K+].[I-].[K+], predict the reaction product. The product is: [NH2:1][C:2]1[N:3]([C:17]2[CH:18]=[CH:19][CH:20]=[C:21]([OH:23])[CH:22]=2)[N:4]=[C:5]2[C:14]3[CH:13]=[CH:12][C:11]([O:15][CH2:29][CH2:30][CH2:31][N:32]4[CH2:37][CH2:36][N:35]([CH3:38])[CH2:34][CH2:33]4)=[CH:10][C:9]=3[NH:8][C:7](=[O:16])[C:6]=12. (3) Given the reactants [Br:1][C:2]1[N:3]=[C:4]([C@@H:12]2[O:17][CH2:16][CH2:15][N:14]([C:18]([O:20][C:21]([CH3:24])([CH3:23])[CH3:22])=[O:19])[CH2:13]2)[N:5]2[CH:10]=[CH:9][N:8]=[C:7](Cl)[C:6]=12.[CH3:25][O:26][C:27]1[CH:32]=[C:31]([O:33][CH3:34])[CH:30]=[CH:29][C:28]=1[CH2:35][NH2:36].C(N(C(C)C)C(C)C)C, predict the reaction product. The product is: [Br:1][C:2]1[N:3]=[C:4]([C@@H:12]2[O:17][CH2:16][CH2:15][N:14]([C:18]([O:20][C:21]([CH3:24])([CH3:23])[CH3:22])=[O:19])[CH2:13]2)[N:5]2[CH:10]=[CH:9][N:8]=[C:7]([NH:36][CH2:35][C:28]3[CH:29]=[CH:30][C:31]([O:33][CH3:34])=[CH:32][C:27]=3[O:26][CH3:25])[C:6]=12. (4) The product is: [CH3:1][C:2]1([CH3:31])[CH2:5][C:4]([CH2:28][C:29]#[N:30])([N:6]2[CH:10]=[C:9]([C:11]3[C:12]4[CH:19]=[CH:18][NH:17][C:13]=4[N:14]=[CH:15][N:16]=3)[CH:8]=[N:7]2)[CH2:3]1. Given the reactants [CH3:1][C:2]1([CH3:31])[CH2:5][C:4]([CH2:28][C:29]#[N:30])([N:6]2[CH:10]=[C:9]([C:11]3[C:12]4[CH:19]=[CH:18][N:17](COCC[Si](C)(C)C)[C:13]=4[N:14]=[CH:15][N:16]=3)[CH:8]=[N:7]2)[CH2:3]1.FC(F)(F)C(O)=O.C(N)CN, predict the reaction product. (5) Given the reactants [CH2:1]([N:8]1[CH2:13][CH2:12][CH2:11][CH2:10][C:9]1=O)[C:2]1[CH:7]=[CH:6][CH:5]=[CH:4][CH:3]=1.[C:15]([O:19][C:20](=[O:25])[NH:21][CH2:22][CH2:23][NH2:24])([CH3:18])([CH3:17])[CH3:16].[C:26]([OH:29])(=O)[CH3:27].[BH-](OC(C)=O)(OC(C)=O)O[C:32](C)=O.[Na+].C([O-])(O)=O.[Na+].[Cl-], predict the reaction product. The product is: [C:15]([O:19][C:20](=[O:25])[NH:21][CH2:22][CH2:23][N:24]([C:26](=[O:29])[CH:27]=[CH2:32])[CH:11]1[CH2:12][CH2:13][N:8]([CH2:1][C:2]2[CH:7]=[CH:6][CH:5]=[CH:4][CH:3]=2)[CH2:9][CH2:10]1)([CH3:18])([CH3:16])[CH3:17]. (6) The product is: [C:17]1([CH2:16][O:15][C:13]([N:1]2[CH2:5][CH2:4][CH:3]([C:6]([OH:8])=[O:7])[NH:2]2)=[O:14])[CH:22]=[CH:21][CH:20]=[CH:19][CH:18]=1. Given the reactants [N:1]1([C:13]([O:15][CH2:16][C:17]2[CH:22]=[CH:21][CH:20]=[CH:19][CH:18]=2)=[O:14])[CH2:5][CH2:4][CH:3]([C:6]([O:8]C(C)(C)C)=[O:7])[NH:2]1.[OH-].[Na+], predict the reaction product. (7) Given the reactants [CH3:1][C:2]1([CH3:11])[C:6]([CH3:7])=[CH:5][CH2:4][C@@H:3]1[CH:8]([OH:10])[CH3:9].Br[CH2:13]Br, predict the reaction product. The product is: [CH3:7][C:6]12[CH2:13][CH:5]1[CH2:4][C@H:3]([CH:8]([OH:10])[CH3:9])[C:2]2([CH3:1])[CH3:11].